This data is from Forward reaction prediction with 1.9M reactions from USPTO patents (1976-2016). The task is: Predict the product of the given reaction. (1) Given the reactants C[O:2][C:3](=[O:12])[C:4]1[CH:9]=[C:8](I)[C:7]([Cl:11])=[N:6][CH:5]=1.[Cl:13][C:14]1[CH:15]=[C:16](B(O)O)[CH:17]=[CH:18][C:19]=1[Cl:20].C(=O)([O-])[O-].[Na+].[Na+].O.[OH-].[Li+].Cl, predict the reaction product. The product is: [Cl:11][C:7]1[C:8]([C:17]2[CH:16]=[CH:15][C:14]([Cl:13])=[C:19]([Cl:20])[CH:18]=2)=[CH:9][C:4]([C:3]([OH:2])=[O:12])=[CH:5][N:6]=1. (2) Given the reactants [NH2:1][C:2]1[N:27]=[C:5]2[CH:6]=[CH:7][C:8]([C:10]3[CH:15]=[CH:14][C:13]([NH:16][C:17](=[O:26])[CH2:18][C:19]4[CH:24]=[CH:23][C:22]([F:25])=[CH:21][CH:20]=4)=[CH:12][CH:11]=3)=[CH:9][N:4]2[N:3]=1.[CH2:28]([N:30]([CH2:44][CH3:45])[C:31](=[O:43])[C:32]1[CH:37]=[CH:36][C:35](I)=[C:34]([O:39][CH2:40][CH2:41][CH3:42])[CH:33]=1)[CH3:29].CC(C1C=C(C(C)C)C(C2C=CC=CC=2P(C2CCCCC2)C2CCCCC2)=C(C(C)C)C=1)C.CC(C)([O-])C.[Na+], predict the reaction product. The product is: [CH2:44]([N:30]([CH2:28][CH3:29])[C:31](=[O:43])[C:32]1[CH:37]=[CH:36][C:35]([NH:1][C:2]2[N:27]=[C:5]3[CH:6]=[CH:7][C:8]([C:10]4[CH:11]=[CH:12][C:13]([NH:16][C:17](=[O:26])[CH2:18][C:19]5[CH:24]=[CH:23][C:22]([F:25])=[CH:21][CH:20]=5)=[CH:14][CH:15]=4)=[CH:9][N:4]3[N:3]=2)=[C:34]([O:39][CH2:40][CH2:41][CH3:42])[CH:33]=1)[CH3:45]. (3) Given the reactants [Br:1][C:2]1[CH:3]=[C:4]2[C:24](=[CH:25][CH:26]=1)[C:8]1[NH:9][C:10]([C@@H:12]3[CH2:16][CH2:15][CH2:14][N:13]3[C:17]([O:19][C:20]([CH3:23])([CH3:22])[CH3:21])=[O:18])=[N:11][C:7]=1[CH:6]=[CH:5]2.C1C(=O)N([I:34])C(=O)C1, predict the reaction product. The product is: [Br:1][C:2]1[CH:3]=[C:4]2[C:24](=[CH:25][CH:26]=1)[C:8]1[NH:9][C:10]([C@@H:12]3[CH2:16][CH2:15][CH2:14][N:13]3[C:17]([O:19][C:20]([CH3:21])([CH3:22])[CH3:23])=[O:18])=[N:11][C:7]=1[CH:6]=[C:5]2[I:34].